This data is from Reaction yield outcomes from USPTO patents with 853,638 reactions. The task is: Predict the reaction yield, written as a fraction of the theoretical maximum amount of product (1.0 means a 100% yield; for example, 0.34 means a 34% yield). (1) The catalyst is O1CCOCC1. The product is [Br:11][C:12]1[C:13]([Cl:19])=[N:14][C:15]([NH:10][C:3]2[C:4]([CH3:9])=[CH:5][C:6]([CH3:8])=[CH:7][C:2]=2[CH3:1])=[N:16][CH:17]=1.[Br:11][C:12]1[C:13]([NH:10][C:3]2[C:4]([CH3:9])=[CH:5][C:6]([CH3:8])=[CH:7][C:2]=2[CH3:1])=[N:14][C:15]([Cl:18])=[N:16][CH:17]=1. The yield is 0.240. The reactants are [CH3:1][C:2]1[CH:7]=[C:6]([CH3:8])[CH:5]=[C:4]([CH3:9])[C:3]=1[NH2:10].[Br:11][C:12]1[C:13]([Cl:19])=[N:14][C:15]([Cl:18])=[N:16][CH:17]=1.CC(N(C(C)C)CC)C. (2) The reactants are [C:1](/[CH:3]=[CH:4]/[S:5]([C:8]1[CH:13]=[CH:12][C:11]([C:14]2([C:20](O)=[O:21])[CH2:19][CH2:18][O:17][CH2:16][CH2:15]2)=[CH:10][CH:9]=1)(=[O:7])=[O:6])#[N:2].[CH:23]1([NH2:29])[CH2:28][CH2:27][CH2:26][CH2:25][CH2:24]1.ON1C2C=CC=CC=2N=N1.Cl.CN(C)CCCN=C=NCC. The catalyst is C(#N)C. The product is [CH:23]1([NH:29][C:20]([C:14]2([C:11]3[CH:10]=[CH:9][C:8]([S:5](/[CH:4]=[CH:3]/[C:1]#[N:2])(=[O:7])=[O:6])=[CH:13][CH:12]=3)[CH2:19][CH2:18][O:17][CH2:16][CH2:15]2)=[O:21])[CH2:28][CH2:27][CH2:26][CH2:25][CH2:24]1. The yield is 0.510. (3) The reactants are Cl[CH2:2][C:3]1[C:12]([C:13]2[CH:18]=[CH:17][CH:16]=[CH:15][C:14]=2[O:19][CH3:20])=[CH:11][CH:10]=[C:9]2[C:4]=1[C:5]([CH3:23])=[CH:6][C:7]([CH3:22])([CH3:21])[NH:8]2.[C:24]1([SH:30])[CH:29]=[CH:28][CH:27]=[CH:26][CH:25]=1.C(=O)([O-])[O-].[K+].[K+]. The catalyst is CN(C)C=O.C(OCC)(=O)C. The product is [CH3:20][O:19][C:14]1[CH:15]=[CH:16][CH:17]=[CH:18][C:13]=1[C:12]1[C:3]([CH2:2][S:30][C:24]2[CH:29]=[CH:28][CH:27]=[CH:26][CH:25]=2)=[C:4]2[C:9](=[CH:10][CH:11]=1)[NH:8][C:7]([CH3:22])([CH3:21])[CH:6]=[C:5]2[CH3:23]. The yield is 0.550. (4) The reactants are [OH-].[Na+].C[O:4][C:5](=[O:50])[C:6]1[CH:11]=[CH:10][C:9]([N:12]2[CH2:18][CH2:17][CH2:16][C@H:15]([N:19]([CH2:26][C:27]3[CH:32]=[C:31]([C:33]([F:36])([F:35])[F:34])[CH:30]=[C:29]([C:37]([F:40])([F:39])[F:38])[CH:28]=3)[C:20]3[N:21]=[N:22][N:23]([CH3:25])[N:24]=3)[C:14]3[CH:41]=[C:42]([CH3:49])[C:43]([C:45]([F:48])([F:47])[F:46])=[CH:44][C:13]2=3)=[CH:8][CH:7]=1.Cl. The catalyst is CO. The product is [F:35][C:33]([F:34])([F:36])[C:31]1[CH:32]=[C:27]([CH:28]=[C:29]([C:37]([F:40])([F:38])[F:39])[CH:30]=1)[CH2:26][N:19]([C:20]1[N:21]=[N:22][N:23]([CH3:25])[N:24]=1)[C@H:15]1[CH2:16][CH2:17][CH2:18][N:12]([C:9]2[CH:8]=[CH:7][C:6]([C:5]([OH:50])=[O:4])=[CH:11][CH:10]=2)[C:13]2[CH:44]=[C:43]([C:45]([F:46])([F:47])[F:48])[C:42]([CH3:49])=[CH:41][C:14]1=2. The yield is 0.510. (5) The reactants are [CH2:1]([N:3]1[C:8]2[CH:9]=[CH:10][C:11]([N+:13]([O-])=O)=[CH:12][C:7]=2[O:6][CH:5]([C:16]2[CH:21]=[CH:20][CH:19]=[CH:18][CH:17]=2)[C:4]1=[O:22])[CH3:2].[H][H]. The catalyst is CO.[Pd]. The product is [NH2:13][C:11]1[CH:10]=[CH:9][C:8]2[N:3]([CH2:1][CH3:2])[C:4](=[O:22])[CH:5]([C:16]3[CH:21]=[CH:20][CH:19]=[CH:18][CH:17]=3)[O:6][C:7]=2[CH:12]=1. The yield is 0.770. (6) The reactants are CO[C:3](=[O:22])[C:4]1[CH:9]=[CH:8][C:7]([O:10][CH2:11][C:12]2[C:13]([CH2:18][CH2:19][CH2:20][CH3:21])=[N:14][O:15][C:16]=2[CH3:17])=[N:6][CH:5]=1.[NH2:23][CH:24]([CH2:27][OH:28])[CH2:25][OH:26]. No catalyst specified. The product is [CH2:18]([C:13]1[C:12]([CH2:11][O:10][C:7]2[CH:8]=[CH:9][C:4]([C:3]([NH:23][CH:24]([CH2:27][OH:28])[CH2:25][OH:26])=[O:22])=[CH:5][N:6]=2)=[C:16]([CH3:17])[O:15][N:14]=1)[CH2:19][CH2:20][CH3:21]. The yield is 0.300. (7) The reactants are [CH3:1][O:2][C:3]1[C:4]([C:13]([O:15]C)=[O:14])=[CH:5][C:6]2[C:11]([CH:12]=1)=[CH:10][CH:9]=[CH:8][CH:7]=2.O.[OH-].[Na+].C(O)(=O)CC(CC(O)=O)(C(O)=O)O. The yield is 0.920. The catalyst is CO. The product is [CH3:1][O:2][C:3]1[C:4]([C:13]([OH:15])=[O:14])=[CH:5][C:6]2[C:11]([CH:12]=1)=[CH:10][CH:9]=[CH:8][CH:7]=2. (8) The reactants are [NH2:1][C:2]1[NH:6][N:5]=[CH:4][C:3]=1[C:7]([O:9][CH2:10][CH3:11])=[O:8].C([O:14][C:15](=O)[CH:16]([CH2:20][CH3:21])[C:17](=O)[CH3:18])C. The catalyst is C(O)(=O)C. The product is [CH2:20]([C:16]1[C:15](=[O:14])[N:6]2[N:5]=[CH:4][C:3]([C:7]([O:9][CH2:10][CH3:11])=[O:8])=[C:2]2[NH:1][C:17]=1[CH3:18])[CH3:21]. The yield is 0.700.